Predict the product of the given reaction. From a dataset of Forward reaction prediction with 1.9M reactions from USPTO patents (1976-2016). (1) Given the reactants [BH4-].[Na+].[CH3:3][O:4][CH2:5][O:6][C:7]1[CH:12]=[C:11]([O:13][CH2:14][O:15][CH3:16])[CH:10]=[CH:9][C:8]=1[CH:17]1[CH2:22][CH2:21][CH2:20][C:19](=[N:23]O)[CH2:18]1.O, predict the reaction product. The product is: [CH3:3][O:4][CH2:5][O:6][C:7]1[CH:12]=[C:11]([O:13][CH2:14][O:15][CH3:16])[CH:10]=[CH:9][C:8]=1[CH:17]1[CH2:22][CH2:21][CH2:20][CH:19]([NH2:23])[CH2:18]1. (2) Given the reactants [C:12]([O:11][C:9](O[C:9]([O:11][C:12]([CH3:15])([CH3:14])[CH3:13])=[O:10])=[O:10])([CH3:15])([CH3:14])[CH3:13].[NH:16]1[CH2:21][CH2:20][CH:19]([C:22]([O:24][CH2:25][CH3:26])=[O:23])[CH2:18][CH2:17]1.CCN(CC)CC, predict the reaction product. The product is: [N:16]1([C:9]([O:11][C:12]([CH3:13])([CH3:14])[CH3:15])=[O:10])[CH2:21][CH2:20][CH:19]([C:22]([O:24][CH2:25][CH3:26])=[O:23])[CH2:18][CH2:17]1. (3) Given the reactants [CH3:1][C:2]1[CH:7]=[CH:6][C:5]([S:8]([CH2:11][CH2:12][CH3:13])(=[O:10])=[O:9])=[C:4]([N+:14]([O-])=O)[CH:3]=1.[H][H], predict the reaction product. The product is: [CH3:1][C:2]1[CH:7]=[CH:6][C:5]([S:8]([CH2:11][CH2:12][CH3:13])(=[O:10])=[O:9])=[C:4]([CH:3]=1)[NH2:14]. (4) Given the reactants [N+:1]([C:4]1[CH:12]=[C:11]2[C:7]([CH2:8][CH2:9][CH:10]2[NH:13][C:14](=[O:19])[C:15]([F:18])([F:17])[F:16])=[CH:6][CH:5]=1)([O-])=O.C(O)C.Cl, predict the reaction product. The product is: [NH2:1][C:4]1[CH:12]=[C:11]2[C:7]([CH2:8][CH2:9][CH:10]2[NH:13][C:14](=[O:19])[C:15]([F:16])([F:17])[F:18])=[CH:6][CH:5]=1. (5) Given the reactants CO.[OH-].[Na+].C([N:8]1[CH2:12][CH2:11][N:10]([C:13]2[N:14]=[N:15][C:16]([C:19]([N:21]3[CH2:26][CH2:25][N:24]([C:27]4[C:32]([CH3:33])=[CH:31][C:30]([CH:34]5[CH2:36][CH2:35]5)=[CH:29][N:28]=4)[CH2:23][CH2:22]3)=[O:20])=[CH:17][CH:18]=2)[C:9]1=[O:37])(=O)C, predict the reaction product. The product is: [CH:34]1([C:30]2[CH:31]=[C:32]([CH3:33])[C:27]([N:24]3[CH2:25][CH2:26][N:21]([C:19]([C:16]4[N:15]=[N:14][C:13]([N:10]5[CH2:11][CH2:12][NH:8][C:9]5=[O:37])=[CH:18][CH:17]=4)=[O:20])[CH2:22][CH2:23]3)=[N:28][CH:29]=2)[CH2:35][CH2:36]1. (6) Given the reactants [NH2:1][C:2]([C:5]1[N:6]([CH3:24])[C:7](=[O:23])[C:8]([OH:22])=[C:9]([C:11]([NH:13][CH2:14][C:15]2[CH:20]=[CH:19][C:18]([F:21])=[CH:17][CH:16]=2)=[O:12])[N:10]=1)([CH3:4])[CH3:3].[CH2:25]([N:27](CC)[CH2:28]C)C.Cl[C:33](=[O:38])[C:34](OC)=[O:35], predict the reaction product. The product is: [F:21][C:18]1[CH:17]=[CH:16][C:15]([CH2:14][NH:13][C:11]([C:9]2[N:10]=[C:5]([C:2]([NH:1][C:33](=[O:38])[C:34]([N:27]([CH3:28])[CH3:25])=[O:35])([CH3:4])[CH3:3])[N:6]([CH3:24])[C:7](=[O:23])[C:8]=2[OH:22])=[O:12])=[CH:20][CH:19]=1.